This data is from Reaction yield outcomes from USPTO patents with 853,638 reactions. The task is: Predict the reaction yield, written as a fraction of the theoretical maximum amount of product (1.0 means a 100% yield; for example, 0.34 means a 34% yield). (1) The reactants are [Br:1][C:2]1[CH:3]=[CH:4][C:5]([OH:18])=[C:6]([C:8](=[O:17])/[CH:9]=[CH:10]/[C:11]2[CH:16]=[CH:15][N:14]=[CH:13][CH:12]=2)[CH:7]=1.[OH-].[Na+]. The catalyst is CCO.O.CCOC(C)=O. The product is [Br:1][C:2]1[CH:7]=[C:6]2[C:5](=[CH:4][CH:3]=1)[O:18][CH:10]([C:11]1[CH:12]=[CH:13][N:14]=[CH:15][CH:16]=1)[CH2:9][C:8]2=[O:17]. The yield is 0.500. (2) The reactants are [Cl:1][C:2]1[CH:3]=[C:4]([C:8]2[N:13]=[C:12]([CH2:14][CH3:15])[NH:11][C:10](=O)[CH:9]=2)[CH:5]=[CH:6][CH:7]=1.O=P(Cl)(Cl)[Cl:19].C(=O)(O)[O-].[Na+]. No catalyst specified. The product is [Cl:19][C:10]1[CH:9]=[C:8]([C:4]2[CH:5]=[CH:6][CH:7]=[C:2]([Cl:1])[CH:3]=2)[N:13]=[C:12]([CH2:14][CH3:15])[N:11]=1. The yield is 0.810. (3) The reactants are Cl[C:2]1[C:3](=[O:22])[O:4][C:5]([CH2:14][CH2:15][C:16]2[CH2:21][CH2:20][CH2:19][CH2:18][CH:17]=2)([CH:9]2[CH2:13][CH2:12][CH2:11][CH2:10]2)[CH2:6][C:7]=1[OH:8].[N:23]1[CH:28]=[CH:27][C:26]([C:29]2[NH:30][C:31]([SH:34])=[N:32][N:33]=2)=[CH:25][CH:24]=1.C(N(CC)CC)C. The product is [C:16]1([CH2:15][CH2:14][C:5]2([CH:9]3[CH2:13][CH2:12][CH2:11][CH2:10]3)[O:4][C:3](=[O:22])[C:2]([S:34][C:31]3[NH:30][C:29]([C:26]4[CH:27]=[CH:28][N:23]=[CH:24][CH:25]=4)=[N:33][N:32]=3)=[C:7]([OH:8])[CH2:6]2)[CH2:21][CH2:20][CH2:19][CH2:18][CH:17]=1. The catalyst is CN(C=O)C. The yield is 0.270. (4) The reactants are [OH:1][C:2]1[CH:10]=[CH:9][C:5]([C:6]([OH:8])=O)=[CH:4][C:3]=1[C:11]([OH:13])=O.[F:14][C:15]([F:28])([F:27])[C:16]1[CH:17]=[C:18]([CH:20]=[C:21]([C:23]([F:26])([F:25])[F:24])[CH:22]=1)[NH2:19].P(Cl)(Cl)Cl. The catalyst is C1(C)C=CC=CC=1. The product is [F:14][C:15]([F:27])([F:28])[C:16]1[CH:17]=[C:18]([NH:19][C:6](=[O:8])[C:5]2[CH:9]=[CH:10][C:2]([OH:1])=[C:3]([C:11]([NH:19][C:18]3[CH:20]=[C:21]([C:23]([F:24])([F:25])[F:26])[CH:22]=[C:16]([C:15]([F:14])([F:27])[F:28])[CH:17]=3)=[O:13])[CH:4]=2)[CH:20]=[C:21]([C:23]([F:24])([F:25])[F:26])[CH:22]=1. The yield is 0.250. (5) The reactants are [N:1]12[CH2:9][CH2:8][CH:5]([CH2:6][CH2:7]1)[NH:4][C:3](=O)[CH2:2]2.O1CCOCC1. The catalyst is O. The product is [N:1]12[CH2:9][CH2:8][CH:5]([CH2:6][CH2:7]1)[NH:4][CH2:3][CH2:2]2. The yield is 0.780. (6) The reactants are Cl.[F:2][C:3]1[CH:8]=[CH:7][C:6]([CH:9]([C:17]2[CH:22]=[CH:21][C:20]([F:23])=[CH:19][CH:18]=2)[CH:10]2[C:15](=[O:16])[CH2:14][CH2:13][NH:12][CH2:11]2)=[CH:5][CH:4]=1.[CH3:24][O:25][C:26]1[C:31]([CH2:32]O)=[CH:30][CH:29]=[C:28]([O:34][CH3:35])[N:27]=1.C(N(C(C)C)CC)(C)C.ClCCl. The catalyst is O. The product is [F:2][C:3]1[CH:8]=[CH:7][C:6]([CH:9]([C:17]2[CH:18]=[CH:19][C:20]([F:23])=[CH:21][CH:22]=2)[CH:10]2[C:15](=[O:16])[CH2:14][CH2:13][N:12]([CH2:32][C:31]3[C:26]([O:25][CH3:24])=[N:27][C:28]([O:34][CH3:35])=[CH:29][CH:30]=3)[CH2:11]2)=[CH:5][CH:4]=1. The yield is 0.410.